From a dataset of Choline transporter screen with 302,306 compounds. Binary Classification. Given a drug SMILES string, predict its activity (active/inactive) in a high-throughput screening assay against a specified biological target. (1) The drug is Clc1c(OCC(=O)NCC(N2CCOCC2)c2sccc2)cc(cc1)C. The result is 0 (inactive). (2) The compound is S(=O)(=O)(c1ccc(N\C=C2\C(=C(C(=O)NC2=O)C#N)C)cc1)CCO. The result is 0 (inactive). (3) The drug is N(CCC=1CCCCC1)c1n(nnn1)c1ccccc1. The result is 0 (inactive). (4) The compound is O1C(C(C(C1=O)C(OCC)=O)C(C)C(=O)c1ccc(cc1)C)(C)C. The result is 0 (inactive). (5) The compound is O(C1CCN(CC1)Cc1ncccc1)c1ccc(C(=O)NC2CCCCC2)cc1. The result is 1 (active).